Dataset: Full USPTO retrosynthesis dataset with 1.9M reactions from patents (1976-2016). Task: Predict the reactants needed to synthesize the given product. (1) Given the product [F:18][C:19]1[C:27]([O:28][CH3:29])=[CH:26][CH:25]=[CH:24][C:20]=1[NH:32][C:35]([NH:41][CH2:40][C:39]1[C:38]([F:37])=[CH:45][CH:44]=[CH:43][C:42]=1[F:46])=[O:8], predict the reactants needed to synthesize it. The reactants are: C1(P(N=[N+]=[N-])(C2C=CC=CC=2)=[O:8])C=CC=CC=1.[F:18][C:19]1[C:27]([O:28][CH3:29])=[CH:26][CH:25]=[CH:24][C:20]=1C(O)=O.C([N:32]([CH2:35]C)CC)C.[F:37][C:38]1[CH:45]=[CH:44][CH:43]=[C:42]([F:46])[C:39]=1[CH2:40][NH2:41]. (2) Given the product [C:1]([O:5][C:6]([NH:8][S:9]([NH:12][C:13]1[CH:14]=[C:15]([CH:32]=[CH:33][CH:34]=1)[CH2:16][NH:17][CH2:18][C:19]([O:21][C:22]([CH3:25])([CH3:24])[CH3:23])=[O:20])(=[O:10])=[O:11])=[O:7])([CH3:4])([CH3:2])[CH3:3], predict the reactants needed to synthesize it. The reactants are: [C:1]([O:5][C:6]([NH:8][S:9]([NH:12][C:13]1[CH:14]=[C:15]([CH:32]=[CH:33][CH:34]=1)[CH2:16][N:17](C(=O)C(F)(F)F)[CH2:18][C:19]([O:21][C:22]([CH3:25])([CH3:24])[CH3:23])=[O:20])(=[O:11])=[O:10])=[O:7])([CH3:4])([CH3:3])[CH3:2].C(=O)([O-])[O-].[K+].[K+]. (3) Given the product [CH2:4]([NH:5][CH2:6][C:7]1[CH:12]=[N:11][CH:10]=[C:9]([B:39]2[O:40][C:41]([CH3:43])([CH3:42])[C:37]([CH3:52])([CH3:36])[O:38]2)[CH:8]=1)[CH3:1], predict the reactants needed to synthesize it. The reactants are: [CH:1]1([CH2:4][NH:5][CH2:6][C:7]2[CH:8]=[C:9](C3C=C4C(=C(C(N)=O)C=3)NC=C4C3CCN(S(CC)(=O)=O)CC3)[CH:10]=[N:11][CH:12]=2)CC1.[CH3:36][C:37]1([CH3:52])[C:41]([CH3:43])([CH3:42])[O:40][B:39](C2C=C(C=O)C=NC=2)[O:38]1.C(N)C.C1COCC1.[BH3-]C#N.[Na+]. (4) Given the product [CH3:28][CH:27]([CH3:29])[CH2:26][N:14]([CH2:15][C:16]1[CH:17]=[N:18][C:19]2[C:24]([CH:25]=1)=[CH:23][CH:22]=[CH:21][CH:20]=2)[CH:11]1[CH2:10][CH2:9][NH:8][CH2:13][CH2:12]1, predict the reactants needed to synthesize it. The reactants are: C(OC([N:8]1[CH2:13][CH2:12][CH:11]([N:14]([CH2:26][CH:27]([CH3:29])[CH3:28])[CH2:15][C:16]2[CH:17]=[N:18][C:19]3[C:24]([CH:25]=2)=[CH:23][CH:22]=[CH:21][CH:20]=3)[CH2:10][CH2:9]1)=O)(C)(C)C.C1(OC)C=CC=CC=1.FC(F)(F)C(O)=O.